This data is from Full USPTO retrosynthesis dataset with 1.9M reactions from patents (1976-2016). The task is: Predict the reactants needed to synthesize the given product. (1) Given the product [CH3:36][S:33]([C:30]1[CH:29]=[CH:28][C:27]([C:19]([C:11]2[NH:10][C:14]3=[N:15][CH:16]=[CH:17][CH:18]=[C:13]3[CH:12]=2)=[CH:20][CH:21]2[CH2:26][CH2:25][CH2:24][CH2:23][O:22]2)=[CH:32][CH:31]=1)(=[O:34])=[O:35], predict the reactants needed to synthesize it. The reactants are: C1(S([N:10]2[C:14]3=[N:15][CH:16]=[CH:17][CH:18]=[C:13]3[CH:12]=[C:11]2[C:19]([C:27]2[CH:32]=[CH:31][C:30]([S:33]([CH3:36])(=[O:35])=[O:34])=[CH:29][CH:28]=2)=[CH:20][CH:21]2[CH2:26][CH2:25][CH2:24][CH2:23][O:22]2)(=O)=O)C=CC=CC=1.[OH-].[Na+]. (2) Given the product [Cl:2][C:3]1[CH:26]=[CH:25][C:6]2[N:7]=[C:8]([N:10]3[CH2:11][CH2:12][N:13]([CH2:16][C:17]4[CH:18]=[C:19]([CH2:23][C:27]#[N:28])[CH:20]=[CH:21][CH:22]=4)[CH2:14][CH2:15]3)[S:9][C:5]=2[CH:4]=1, predict the reactants needed to synthesize it. The reactants are: Cl.[Cl:2][C:3]1[CH:26]=[CH:25][C:6]2[N:7]=[C:8]([N:10]3[CH2:15][CH2:14][N:13]([CH2:16][C:17]4[CH:22]=[CH:21][CH:20]=[C:19]([CH2:23]Cl)[CH:18]=4)[CH2:12][CH2:11]3)[S:9][C:5]=2[CH:4]=1.[C-:27]#[N:28].[Na+].O.C(OCC)(=O)C. (3) Given the product [CH2:1]([C:3]([C:21]1[CH:26]=[CH:25][C:24]([OH:27])=[C:23]([CH3:35])[CH:22]=1)([C:6]1[CH:11]=[CH:10][C:9](/[CH:12]=[CH:13]/[C:14]2([OH:19])[CH2:18][CH2:17][CH2:16][CH2:15]2)=[C:8]([CH3:20])[CH:7]=1)[CH2:4][CH3:5])[CH3:2], predict the reactants needed to synthesize it. The reactants are: [CH2:1]([C:3]([C:21]1[CH:26]=[CH:25][C:24]([O:27]S(C(F)(F)F)(=O)=O)=[C:23]([CH3:35])[CH:22]=1)([C:6]1[CH:11]=[CH:10][C:9](/[CH:12]=[CH:13]/[C:14]2([OH:19])[CH2:18][CH2:17][CH2:16][CH2:15]2)=[C:8]([CH3:20])[CH:7]=1)[CH2:4][CH3:5])[CH3:2].C([O-])(=O)C.[K+].B1(B2OC(C)(C)C(C)(C)O2)OC(C)(C)C(C)(C)O1.O. (4) Given the product [C:16]1([C:19]2[CH:20]=[CH:21][CH:22]=[CH:23][CH:24]=2)[CH:17]=[CH:18][C:13]([C:11]2[O:25][C:5]3[C:4]([C:3]([OH:2])=[O:26])=[CH:9][CH:8]=[CH:7][C:6]=3[N:10]=2)=[CH:14][CH:15]=1, predict the reactants needed to synthesize it. The reactants are: C[O:2][C:3](=[O:26])[C:4]1[CH:9]=[CH:8][CH:7]=[C:6]([NH:10][C:11]([C:13]2[CH:18]=[CH:17][C:16]([C:19]3[CH:24]=[CH:23][CH:22]=[CH:21][CH:20]=3)=[CH:15][CH:14]=2)=O)[C:5]=1[OH:25].[OH-].[Na+]. (5) Given the product [Br-:1].[OH:2][CH2:3][CH2:4][CH2:5][N+:6]1[C:15]2[C:10](=[CH:11][CH:12]=[CH:13][CH:14]=2)[C:9](/[CH:16]=[CH:37]/[C:33]2[CH:34]=[CH:35][C:36]3[N:24]([CH2:23][CH2:22][O:21][CH2:20][CH2:19][O:18][CH3:17])[C:25]4[C:30]([C:31]=3[CH:32]=2)=[CH:29][CH:28]=[CH:27][CH:26]=4)=[CH:8][CH:7]=1, predict the reactants needed to synthesize it. The reactants are: [Br-:1].[OH:2][CH2:3][CH2:4][CH2:5][N+:6]1[C:15]2[C:10](=[CH:11][CH:12]=[CH:13][CH:14]=2)[C:9]([CH3:16])=[CH:8][CH:7]=1.[CH3:17][O:18][CH2:19][CH2:20][O:21][CH2:22][CH2:23][N:24]1[C:36]2[CH:35]=[CH:34][C:33]([CH:37]=O)=[CH:32][C:31]=2[C:30]2[C:25]1=[CH:26][CH:27]=[CH:28][CH:29]=2.N1CCCCC1.